This data is from Peptide-MHC class I binding affinity with 185,985 pairs from IEDB/IMGT. The task is: Regression. Given a peptide amino acid sequence and an MHC pseudo amino acid sequence, predict their binding affinity value. This is MHC class I binding data. (1) The peptide sequence is YSDNEMLTH. The MHC is HLA-A25:01 with pseudo-sequence HLA-A25:01. The binding affinity (normalized) is 0.0847. (2) The binding affinity (normalized) is 0.505. The MHC is HLA-A03:01 with pseudo-sequence HLA-A03:01. The peptide sequence is KVMDFGIAR. (3) The peptide sequence is LTMVAGAVW. The MHC is HLA-A02:01 with pseudo-sequence HLA-A02:01. The binding affinity (normalized) is 0.213. (4) The peptide sequence is EMKTDAATLAQ. The MHC is HLA-A02:01 with pseudo-sequence HLA-A02:01. The binding affinity (normalized) is 0. (5) The peptide sequence is LPPERRQPF. The MHC is HLA-B08:02 with pseudo-sequence HLA-B08:02. The binding affinity (normalized) is 0.102.